From a dataset of Full USPTO retrosynthesis dataset with 1.9M reactions from patents (1976-2016). Predict the reactants needed to synthesize the given product. (1) Given the product [F:26][C:23]1[CH:24]=[CH:25][C:12]2[N:11]=[C:10]([C@@H:8]([NH:7][C:31]3[N:39]=[CH:38][N:37]=[C:36]4[C:32]=3[N:33]=[CH:34][NH:35]4)[CH3:9])[N:14]([C:15]3[CH:16]=[N:17][CH:18]=[C:19]([F:21])[CH:20]=3)[C:13]=2[C:22]=1[C:27]#[N:28], predict the reactants needed to synthesize it. The reactants are: C(OC(=O)[NH:7][C@H:8]([C:10]1[N:14]([C:15]2[CH:16]=[N:17][CH:18]=[C:19]([F:21])[CH:20]=2)[C:13]2[C:22]([C:27]#[N:28])=[C:23]([F:26])[CH:24]=[CH:25][C:12]=2[N:11]=1)[CH3:9])(C)(C)C.Cl[C:31]1[N:39]=[CH:38][N:37]=[C:36]2[C:32]=1[N:33]=[CH:34][N:35]2C1CCCCO1.CCN(C(C)C)C(C)C. (2) The reactants are: C(Cl)(=O)C(Cl)=O.[F:7][C:8]1[CH:9]=[C:10]([CH:14]=[CH:15][C:16]=1[F:17])[C:11](O)=O.Cl.[NH:19]1[CH2:22][CH2:21][CH2:20]1.C(N(CC)CC)C. Given the product [F:7][C:8]1[CH:9]=[C:10]([CH:14]=[CH:15][C:16]=1[F:17])[CH2:11][N:19]1[CH2:22][CH2:21][CH2:20]1, predict the reactants needed to synthesize it. (3) Given the product [CH2:7]([N:4]1[CH2:5][CH2:6][CH:2]([N:26]2[CH2:27][CH2:28][CH:23]([C:20]3[CH:19]=[CH:18][C:17]([O:16][CH3:15])=[CH:22][CH:21]=3)[CH2:24][CH2:25]2)[C:3]1=[O:14])[C:8]1[CH:13]=[CH:12][CH:11]=[CH:10][CH:9]=1, predict the reactants needed to synthesize it. The reactants are: Br[CH:2]1[CH2:6][CH2:5][N:4]([CH2:7][C:8]2[CH:13]=[CH:12][CH:11]=[CH:10][CH:9]=2)[C:3]1=[O:14].[CH3:15][O:16][C:17]1[CH:22]=[CH:21][C:20]([CH:23]2[CH2:28][CH2:27][NH:26][CH2:25][CH2:24]2)=[CH:19][CH:18]=1.CCN(C(C)C)C(C)C. (4) Given the product [C:11]([O:15][C:16](=[O:21])[C:17]([O:10][C:5]1[CH:4]=[CH:3][C:2]([Cl:1])=[CH:9][C:6]=1[CH:7]=[O:8])([CH3:19])[CH3:18])([CH3:14])([CH3:13])[CH3:12], predict the reactants needed to synthesize it. The reactants are: [Cl:1][C:2]1[CH:9]=[C:6]([CH:7]=[O:8])[C:5]([OH:10])=[CH:4][CH:3]=1.[C:11]([O:15][C:16](=[O:21])[C:17](Br)([CH3:19])[CH3:18])([CH3:14])([CH3:13])[CH3:12].C([O-])([O-])=O.[Cs+].[Cs+]. (5) Given the product [I:11][C:12]1[CH:19]=[C:18]([C:20]([F:23])([F:22])[F:21])[CH:17]=[CH:16][C:13]=1[CH:14]=[O:26], predict the reactants needed to synthesize it. The reactants are: [H-].C([Al+]CC(C)C)C(C)C.[I:11][C:12]1[CH:19]=[C:18]([C:20]([F:23])([F:22])[F:21])[CH:17]=[CH:16][C:13]=1[C:14]#N.C(OCC)(=[O:26])C.Cl. (6) Given the product [N:48]([CH:19]1[N:18]=[C:17]([C:24]2[CH:29]=[CH:28][CH:27]=[C:26]([O:30][CH3:31])[N:25]=2)[C:16]2[CH:32]=[C:12]([Cl:11])[CH:13]=[CH:14][C:15]=2[N:21]([CH3:22])[C:20]1=[O:23])=[N+:49]=[N-:50], predict the reactants needed to synthesize it. The reactants are: C[Si]([N-][Si](C)(C)C)(C)C.[K+].[Cl:11][C:12]1[CH:13]=[CH:14][C:15]2[N:21]([CH3:22])[C:20](=[O:23])[CH2:19][N:18]=[C:17]([C:24]3[CH:29]=[CH:28][CH:27]=[C:26]([O:30][CH3:31])[N:25]=3)[C:16]=2[CH:32]=1.CC(C1C=C(C(C)C)C(S([N:48]=[N+:49]=[N-:50])(=O)=O)=C(C(C)C)C=1)C.C(O)(=O)C.